Dataset: NCI-60 drug combinations with 297,098 pairs across 59 cell lines. Task: Regression. Given two drug SMILES strings and cell line genomic features, predict the synergy score measuring deviation from expected non-interaction effect. (1) Drug 1: C1=C(C(=O)NC(=O)N1)N(CCCl)CCCl. Drug 2: CCC1(C2=C(COC1=O)C(=O)N3CC4=CC5=C(C=CC(=C5CN(C)C)O)N=C4C3=C2)O.Cl. Cell line: NCI-H460. Synergy scores: CSS=33.4, Synergy_ZIP=-9.43, Synergy_Bliss=-5.70, Synergy_Loewe=-13.1, Synergy_HSA=-4.14. (2) Drug 1: CN(C)N=NC1=C(NC=N1)C(=O)N. Drug 2: CC1CCCC2(C(O2)CC(NC(=O)CC(C(C(=O)C(C1O)C)(C)C)O)C(=CC3=CSC(=N3)C)C)C. Cell line: U251. Synergy scores: CSS=3.11, Synergy_ZIP=-3.49, Synergy_Bliss=-2.54, Synergy_Loewe=-3.31, Synergy_HSA=-2.08. (3) Drug 1: C(=O)(N)NO. Drug 2: CC1CCC2CC(C(=CC=CC=CC(CC(C(=O)C(C(C(=CC(C(=O)CC(OC(=O)C3CCCCN3C(=O)C(=O)C1(O2)O)C(C)CC4CCC(C(C4)OC)O)C)C)O)OC)C)C)C)OC. Cell line: CAKI-1. Synergy scores: CSS=17.1, Synergy_ZIP=-6.38, Synergy_Bliss=-5.51, Synergy_Loewe=-22.5, Synergy_HSA=-2.51.